Dataset: Catalyst prediction with 721,799 reactions and 888 catalyst types from USPTO. Task: Predict which catalyst facilitates the given reaction. (1) Reactant: [NH2:1][C:2]1[C:7]([C:8]([OH:10])=O)=[CH:6][C:5]([Br:11])=[CH:4][N:3]=1.[NH2:12][C:13]1[CH:18]=[C:17]([F:19])[CH:16]=[CH:15][C:14]=1O.[OH-].[Na+]. Product: [Br:11][C:5]1[CH:6]=[C:7]([C:8]2[O:10][C:14]3[CH:15]=[CH:16][C:17]([F:19])=[CH:18][C:13]=3[N:12]=2)[C:2]([NH2:1])=[N:3][CH:4]=1. The catalyst class is: 6. (2) Reactant: [CH3:1][C:2]1[CH:3]=[C:4]([CH:7]=[CH:8][C:9]=1[CH3:10])[CH2:5]Cl.[C:11]([NH:14][CH:15]([C:21]([O:23][CH2:24][CH3:25])=[O:22])[C:16]([O:18][CH2:19][CH3:20])=[O:17])(=[O:13])[CH3:12].[O-]CC.[Na+]. Product: [C:11]([NH:14][C:15]([CH2:5][C:4]1[CH:7]=[CH:8][C:9]([CH3:10])=[C:2]([CH3:1])[CH:3]=1)([C:21]([O:23][CH2:24][CH3:25])=[O:22])[C:16]([O:18][CH2:19][CH3:20])=[O:17])(=[O:13])[CH3:12]. The catalyst class is: 8. (3) Reactant: [CH:1]1([CH2:4][O:5][C@H:6]2[CH2:11][CH2:10][C@H:9]([C:12]([O:14]CC)=[O:13])[CH2:8][CH2:7]2)[CH2:3][CH2:2]1.CO.[OH-].[Na+].C1(CO[C@H]2CC[C@H](C(O)=O)CC2)CC1. Product: [CH:1]1([CH2:4][O:5][CH:6]2[CH2:11][CH2:10][CH:9]([C:12]([OH:14])=[O:13])[CH2:8][CH2:7]2)[CH2:2][CH2:3]1. The catalyst class is: 1. (4) Reactant: [CH:1]1([N:6]2[C:14]3[CH:13]=[CH:12][N:11]=[C:10]([O:15]C)[C:9]=3[C:8]([C:17]3[CH:22]=[CH:21][C:20]([CH2:23][C:24]#[N:25])=[CH:19][CH:18]=3)=[N:7]2)[CH2:5][CH2:4][CH2:3][CH2:2]1.[I-].[Na+].Cl[Si](C)(C)C.O. Product: [CH:1]1([N:6]2[C:14]3[CH:13]=[CH:12][NH:11][C:10](=[O:15])[C:9]=3[C:8]([C:17]3[CH:18]=[CH:19][C:20]([CH2:23][C:24]#[N:25])=[CH:21][CH:22]=3)=[N:7]2)[CH2:5][CH2:4][CH2:3][CH2:2]1. The catalyst class is: 10. (5) Reactant: [N:1]([CH:4]1[C:8]2[C:9]([F:14])=[C:10]([Cl:13])[CH:11]=[CH:12][C:7]=2[O:6][CH2:5]1)=[N+]=[N-].C1(P(N=[N+]=[N-])(C2C=CC=CC=2)=O)C=CC=CC=1.ClC1C=CC2OCC(O)C=2C=1F.C1CCN2C(=NCCC2)CC1. Product: [Cl:13][C:10]1[CH:11]=[CH:12][C:7]2[O:6][CH2:5][CH:4]([NH2:1])[C:8]=2[C:9]=1[F:14]. The catalyst class is: 11. (6) Reactant: [CH2:1]([S:8][C:9]1[N:18]=[CH:17][C:16]2[CH2:15][CH2:14][CH:13]=[C:12]([O:19]CC)[C:11]=2[N:10]=1)[C:2]1[CH:7]=[CH:6][CH:5]=[CH:4][CH:3]=1. Product: [CH2:1]([S:8][C:9]1[N:18]=[CH:17][C:16]2[CH2:15][CH2:14][CH2:13][C:12](=[O:19])[C:11]=2[N:10]=1)[C:2]1[CH:3]=[CH:4][CH:5]=[CH:6][CH:7]=1. The catalyst class is: 86.